This data is from Full USPTO retrosynthesis dataset with 1.9M reactions from patents (1976-2016). The task is: Predict the reactants needed to synthesize the given product. (1) Given the product [NH:23]1[CH2:22][CH2:21][CH:20]([N:18]2[CH:19]=[C:15]([C:13]3[CH:14]=[C:9]([C:7]4[S:8][C:4]5[CH:3]=[CH:2][C:28]([C:39]([F:42])([F:41])[F:40])=[CH:27][C:5]=5[N:6]=4)[C:10]([NH2:26])=[N:11][CH:12]=3)[CH:16]=[N:17]2)[CH2:25][CH2:24]1, predict the reactants needed to synthesize it. The reactants are: F[C:2]1[CH:28]=[CH:27][C:5]2[N:6]=[C:7]([C:9]3[C:10]([NH2:26])=[N:11][CH:12]=[C:13]([C:15]4[CH:16]=[N:17][N:18]([CH:20]5[CH2:25][CH2:24][NH:23][CH2:22][CH2:21]5)[CH:19]=4)[CH:14]=3)[S:8][C:4]=2[CH:3]=1.ClC1SC2C=CC([C:39]([F:42])([F:41])[F:40])=CC=2N=1. (2) Given the product [CH3:3][C:4]1[N:5]=[C:6]([C:26]2[CH:31]=[CH:30][CH:29]=[CH:28][C:27]=2[O:32][CH2:33][C:34]2[CH:39]=[CH:38][CH:37]=[CH:36][CH:35]=2)[N:7]([CH2:18][CH2:19][C:20]2[CH:25]=[CH:24][CH:23]=[CH:22][CH:21]=2)[C:8](=[O:17])[C:9]=1[C:10]1[S:14][C:42]([C:41]([OH:1])=[O:43])=[CH:12][CH:11]=1, predict the reactants needed to synthesize it. The reactants are: [OH-:1].[Na+].[CH3:3][C:4]1[N:5]=[C:6]([C:26]2[CH:31]=[CH:30][CH:29]=[CH:28][C:27]=2[O:32][CH2:33][C:34]2[CH:39]=[CH:38][CH:37]=[CH:36][CH:35]=2)[N:7]([CH2:18][CH2:19][C:20]2[CH:25]=[CH:24][CH:23]=[CH:22][CH:21]=2)[C:8](=[O:17])[C:9]=1[C:10]1[S:14]C(C#N)=[CH:12][CH:11]=1.Cl.[CH2:41]([OH:43])[CH3:42]. (3) Given the product [NH2:9][C:10]1[N:15]=[C:14]([C:16]2[CH:25]=[C:24]3[C:19]([CH2:20][CH2:21][N:22]([C:26]([O:28][CH:29]4[CH2:34][CH2:33][N:32]([C:2]([O:4][CH:5]([CH3:7])[CH3:6])=[O:3])[CH2:31][CH2:30]4)=[O:27])[CH2:23]3)=[CH:18][CH:17]=2)[CH:13]=[C:12]([N:35]2[CH2:40][CH2:39][N:38]([CH3:41])[CH2:37][CH2:36]2)[N:11]=1, predict the reactants needed to synthesize it. The reactants are: Cl[C:2]([O:4][CH:5]([CH3:7])[CH3:6])=[O:3].Cl.[NH2:9][C:10]1[N:15]=[C:14]([C:16]2[CH:25]=[C:24]3[C:19]([CH2:20][CH2:21][N:22]([C:26]([O:28][CH:29]4[CH2:34][CH2:33][NH:32][CH2:31][CH2:30]4)=[O:27])[CH2:23]3)=[CH:18][CH:17]=2)[CH:13]=[C:12]([N:35]2[CH2:40][CH2:39][N:38]([CH3:41])[CH2:37][CH2:36]2)[N:11]=1. (4) Given the product [CH2:1]([O:3][C:4](=[O:29])[CH:5]([C:7]1[CH:8]=[C:9]([C:15]2[CH:20]=[CH:19][C:18]([C:21]([F:24])([F:23])[F:22])=[CH:17][C:16]=2[CH2:25][N:26]([C:31]([O:33][CH2:34][C:35]2[CH:40]=[CH:39][CH:38]=[CH:37][CH:36]=2)=[O:32])[CH2:27][CH3:28])[C:10]([O:13][CH3:14])=[CH:11][CH:12]=1)[CH3:6])[CH3:2], predict the reactants needed to synthesize it. The reactants are: [CH2:1]([O:3][C:4](=[O:29])[CH:5]([C:7]1[CH:8]=[C:9]([C:15]2[CH:20]=[CH:19][C:18]([C:21]([F:24])([F:23])[F:22])=[CH:17][C:16]=2[CH2:25][NH:26][CH2:27][CH3:28])[C:10]([O:13][CH3:14])=[CH:11][CH:12]=1)[CH3:6])[CH3:2].Cl[C:31]([O:33][CH2:34][C:35]1[CH:40]=[CH:39][CH:38]=[CH:37][CH:36]=1)=[O:32]. (5) Given the product [C:1]1([C:16]2[CH:17]=[CH:18][CH:19]=[CH:20][CH:21]=2)[CH:6]=[CH:5][CH:4]=[C:3]([C:7]2[CH:15]=[CH:14][CH:13]=[C:12]3[C:8]=2[CH2:9][C:10](=[O:24])[NH:11]3)[CH:2]=1, predict the reactants needed to synthesize it. The reactants are: [C:1]1([C:16]2[CH:21]=[CH:20][CH:19]=[CH:18][CH:17]=2)[CH:6]=[CH:5][CH:4]=[C:3]([C:7]2[CH:15]=[CH:14][CH:13]=[C:12]3[C:8]=2[CH:9]=[CH:10][NH:11]3)[CH:2]=1.C([OH:24])C.C(O)(=O)C.[Br-].[Br-].[Br-].[NH+]1C=CC=CC=1.[NH+]1C=CC=CC=1.[NH+]1C=CC=CC=1.